Dataset: Tox21: 12 toxicity assays (nuclear receptors and stress response pathways). Task: Binary classification across 12 toxicity assays. The compound is O=C(Nc1ccc(Oc2ccc(Cl)cc2)c(Cl)c1)c1cc(I)cc(I)c1O. It tested positive (active) for: SR-HSE (Heat Shock Element response), SR-MMP (Mitochondrial Membrane Potential disruption), and SR-p53 (p53 tumor suppressor activation).